The task is: Predict which catalyst facilitates the given reaction.. This data is from Catalyst prediction with 721,799 reactions and 888 catalyst types from USPTO. (1) Reactant: [CH2:1]([C:7]1[CH:8]=[C:9]([CH2:15][CH2:16][C:17]([OH:19])=O)[CH:10]=[CH:11][C:12]=1[O:13][CH3:14])[CH2:2][CH2:3][CH2:4][CH2:5][CH3:6].O. Product: [CH2:1]([C:7]1[CH:8]=[C:9]2[C:10](=[CH:11][C:12]=1[O:13][CH3:14])[C:17](=[O:19])[CH2:16][CH2:15]2)[CH2:2][CH2:3][CH2:4][CH2:5][CH3:6]. The catalyst class is: 113. (2) Reactant: [C:1]([CH2:3][C:4]([O:6]C)=O)#[N:2].[CH:8]([NH2:11])([CH3:10])[CH3:9].[OH-].[Na+]. Product: [C:1]([CH2:3][C:4]([NH:11][CH:8]([CH3:10])[CH3:9])=[O:6])#[N:2]. The catalyst class is: 13. (3) Reactant: [NH2:1][C:2]1[CH:3]=[CH:4][CH:5]=[C:6]2[C:11]=1[CH:10]=[C:9]([OH:12])[CH:8]=[CH:7]2.[C:13]([O:17][C:18]([NH:20][C:21](=[N:24][C:25]([O:27][C:28]([CH3:31])([CH3:30])[CH3:29])=[O:26])SC)=[O:19])([CH3:16])([CH3:15])[CH3:14].C(N(CC)CC)C. Product: [C:28]([O:27][C:25]([N:24]=[C:21]([NH:20][C:18]([O:17][C:13]([CH3:16])([CH3:15])[CH3:14])=[O:19])[NH:1][C:2]1[C:11]2[C:6](=[CH:7][CH:8]=[C:9]([OH:12])[CH:10]=2)[CH:5]=[CH:4][CH:3]=1)=[O:26])([CH3:31])([CH3:30])[CH3:29]. The catalyst class is: 2. (4) Reactant: [N:1]1[C:10]2[C:5](=[CH:6][CH:7]=[CH:8][CH:9]=2)[C:4]([NH:11][C:12](=[O:20])OC2C=CC=CC=2)=[CH:3][CH:2]=1.[CH3:21][CH:22]1[CH2:27][CH2:26][N:25]([C:28]2[C:33]([CH2:34][NH2:35])=[CH:32][CH:31]=[C:30]([C:36]([F:39])([F:38])[F:37])[N:29]=2)[CH2:24][CH2:23]1.C(N(CC)CC)C. Product: [CH3:21][CH:22]1[CH2:23][CH2:24][N:25]([C:28]2[C:33]([CH2:34][NH:35][C:12]([NH:11][C:4]3[C:5]4[C:10](=[CH:9][CH:8]=[CH:7][CH:6]=4)[N:1]=[CH:2][CH:3]=3)=[O:20])=[CH:32][CH:31]=[C:30]([C:36]([F:39])([F:37])[F:38])[N:29]=2)[CH2:26][CH2:27]1. The catalyst class is: 58. (5) The catalyst class is: 21. Reactant: [Br:1][C:2]1[CH:7]=[CH:6][CH:5]=[CH:4][C:3]=1[OH:8].I[CH2:10][CH3:11].C(=O)([O-])[O-].[K+].[K+]. Product: [Br:1][C:2]1[CH:7]=[CH:6][CH:5]=[CH:4][C:3]=1[O:8][CH2:10][CH3:11]. (6) Reactant: [CH3:1][O:2][C:3]1[CH:8]=[CH:7][C:6](/[CH:9]=[CH:10]/[N+:11]([O-:13])=[O:12])=[CH:5][CH:4]=1.[Li][C:15]1[CH:16]=[CH:17][CH:18]=[CH:19][CH:20]=1.CO.[NH4+].[Cl-]. Product: [CH3:1][O:2][C:3]1[CH:4]=[CH:5][C:6]([CH:9]([C:15]2[CH:16]=[CH:17][CH:18]=[CH:19][CH:20]=2)[CH2:10][N+:11]([O-:13])=[O:12])=[CH:7][CH:8]=1. The catalyst class is: 220.